Dataset: Forward reaction prediction with 1.9M reactions from USPTO patents (1976-2016). Task: Predict the product of the given reaction. (1) Given the reactants [CH3:1][O:2][C:3]1[C:4]([CH:14]=[CH:15][N+:16]([O-:18])=[O:17])=[C:5]2[C:9](=[C:10]([O:12][CH3:13])[CH:11]=1)[NH:8][CH:7]=[CH:6]2.C([O-])(O)=O.[Na+], predict the reaction product. The product is: [CH3:1][O:2][C:3]1[C:4]([CH:14]([CH2:15][N+:16]([O-:18])=[O:17])[CH2:15][N+:16]([O-:18])=[O:17])=[C:5]2[C:9](=[C:10]([O:12][CH3:13])[CH:11]=1)[NH:8][CH:7]=[CH:6]2. (2) Given the reactants [CH3:1][C:2]1[CH:3]=[CH:4][C:5]2[O:9][C:8]([C:10]3[CH:11]=[C:12]([NH2:16])[CH:13]=[CH:14][CH:15]=3)=[N:7][C:6]=2[CH:17]=1.[CH3:18][O:19][C:20]1[CH:21]=[C:22]([CH:26]=[CH:27][C:28]=1[O:29][CH3:30])[C:23](Cl)=[O:24], predict the reaction product. The product is: [CH3:18][O:19][C:20]1[CH:21]=[C:22]([CH:26]=[CH:27][C:28]=1[O:29][CH3:30])[C:23]([NH:16][C:12]1[CH:13]=[CH:14][CH:15]=[C:10]([C:8]2[O:9][C:5]3[CH:4]=[CH:3][C:2]([CH3:1])=[CH:17][C:6]=3[N:7]=2)[CH:11]=1)=[O:24]. (3) The product is: [C:26]([O:25][CH:15]([C:13]1[CH:12]=[CH:11][N:10]=[C:9]([O:8][CH2:1][C:2]2[CH:7]=[CH:6][CH:5]=[CH:4][CH:3]=2)[CH:14]=1)[C:16]1([C:21]([O:23][CH3:24])=[O:22])[CH2:20][CH2:19][CH2:18][O:17]1)(=[O:28])[CH3:27]. Given the reactants [CH2:1]([O:8][C:9]1[CH:14]=[C:13]([CH:15]([OH:25])[C:16]2([C:21]([O:23][CH3:24])=[O:22])[CH2:20][CH2:19][CH2:18][O:17]2)[CH:12]=[CH:11][N:10]=1)[C:2]1[CH:7]=[CH:6][CH:5]=[CH:4][CH:3]=1.[C:26](OC(=O)C)(=[O:28])[CH3:27].N1C=CC=CC=1.Cl, predict the reaction product. (4) Given the reactants [Br:1][C:2]1[CH:7]=[CH:6][C:5]([C:8]2([NH2:16])[CH2:11][C:10]([O:14][CH3:15])([O:12][CH3:13])[CH2:9]2)=[CH:4][CH:3]=1.[O:17]=[C:18]1[C:26]2[C:21](=[CH:22][CH:23]=[CH:24][CH:25]=2)[C:20](=[O:27])N1C(OCC)=O.C(N(CC)CC)C, predict the reaction product. The product is: [Br:1][C:2]1[CH:3]=[CH:4][C:5]([C:8]2([N:16]3[C:18](=[O:17])[C:26]4[C:21](=[CH:22][CH:23]=[CH:24][CH:25]=4)[C:20]3=[O:27])[CH2:11][C:10]([O:14][CH3:15])([O:12][CH3:13])[CH2:9]2)=[CH:6][CH:7]=1. (5) Given the reactants [Cl:1][C:2]1[CH:3]=[C:4]([C:9]2[CH:14]=[CH:13][C:12]([C:15]3([C:18]#N)[CH2:17][CH2:16]3)=[CH:11][C:10]=2[F:20])[CH:5]=[CH:6][C:7]=1[Cl:8].[OH-:21].[K+].Cl.C[OH:25], predict the reaction product. The product is: [Cl:1][C:2]1[CH:3]=[C:4]([C:9]2[CH:14]=[CH:13][C:12]([C:15]3([C:18]([OH:25])=[O:21])[CH2:17][CH2:16]3)=[CH:11][C:10]=2[F:20])[CH:5]=[CH:6][C:7]=1[Cl:8]. (6) Given the reactants [C:1]1([CH2:7][CH2:8][C:9]([N:11]2[CH2:16][CH2:15][CH:14]([CH2:17][N:18]3[C:26]4[C:21](=[CH:22][C:23]([C:27]5[CH:28]=[N:29][N:30](C6CCCCO6)[CH:31]=5)=[CH:24][CH:25]=4)[CH:20]=[CH:19]3)[CH2:13][CH2:12]2)=[O:10])[CH:6]=[CH:5][CH:4]=[CH:3][CH:2]=1.[BH3-]C#N.[Na+].Cl.CO.ClCCl, predict the reaction product. The product is: [NH:29]1[CH:28]=[C:27]([C:23]2[CH:22]=[C:21]3[C:26](=[CH:25][CH:24]=2)[N:18]([CH2:17][CH:14]2[CH2:15][CH2:16][N:11]([C:9](=[O:10])[CH2:8][CH2:7][C:1]4[CH:2]=[CH:3][CH:4]=[CH:5][CH:6]=4)[CH2:12][CH2:13]2)[CH2:19][CH2:20]3)[CH:31]=[N:30]1.